This data is from Catalyst prediction with 721,799 reactions and 888 catalyst types from USPTO. The task is: Predict which catalyst facilitates the given reaction. (1) Reactant: Cl[CH2:2][C:3]([CH3:17])([CH3:16])[C:4]([C:6]1[CH:11]=[CH:10][C:9]([O:12][CH3:13])=[C:8]([O:14][CH3:15])[CH:7]=1)=O.O.[NH2:19][NH2:20]. Product: [CH3:15][O:14][C:8]1[CH:7]=[C:6]([C:4]2[C:3]([CH3:17])([CH3:16])[CH2:2][NH:20][N:19]=2)[CH:11]=[CH:10][C:9]=1[O:12][CH3:13]. The catalyst class is: 14. (2) Reactant: [Cl:1][C:2]1[CH:3]=[C:4]([C:9]2[CH:13]=[C:12]([C:14]3[CH:23]=[CH:22][C:21]4[C:16](=[CH:17][CH:18]=[C:19]([O:24][CH3:25])[CH:20]=4)[CH:15]=3)[N:11]([C@H:26]([C:28]3[CH:38]=[CH:37][C:31]([C:32]([O:34]CC)=[O:33])=[CH:30][CH:29]=3)[CH3:27])[N:10]=2)[CH:5]=[C:6]([Cl:8])[CH:7]=1.[OH-].[Na+].O. Product: [Cl:1][C:2]1[CH:3]=[C:4]([C:9]2[CH:13]=[C:12]([C:14]3[CH:23]=[CH:22][C:21]4[C:16](=[CH:17][CH:18]=[C:19]([O:24][CH3:25])[CH:20]=4)[CH:15]=3)[N:11]([C@H:26]([C:28]3[CH:29]=[CH:30][C:31]([C:32]([OH:34])=[O:33])=[CH:37][CH:38]=3)[CH3:27])[N:10]=2)[CH:5]=[C:6]([Cl:8])[CH:7]=1. The catalyst class is: 71. (3) Reactant: [O:1]1[CH2:6][CH2:5][CH:4]([OH:7])[CH2:3][CH2:2]1.[H-].[Na+].[Cl:10][C:11]1[N:16]=[C:15](Cl)[CH:14]=[CH:13][N:12]=1. Product: [Cl:10][C:11]1[N:16]=[C:15]([O:7][CH:4]2[CH2:5][CH2:6][O:1][CH2:2][CH2:3]2)[CH:14]=[CH:13][N:12]=1. The catalyst class is: 9. (4) Reactant: [F:1][C:2]1[C:15]2[C:14](=[O:16])[C:13]3[C:8](=[CH:9][CH:10]=[CH:11][CH:12]=3)[S:7][C:6]=2[C:5]([OH:17])=[CH:4][CH:3]=1.[S:18](O[S:18]([C:21]([F:24])([F:23])[F:22])(=[O:20])=[O:19])([C:21]([F:24])([F:23])[F:22])(=[O:20])=[O:19]. Product: [F:22][C:21]([F:24])([F:23])[S:18]([O:17][C:5]1[C:6]2[S:7][C:8]3[C:13](=[CH:12][CH:11]=[CH:10][CH:9]=3)[C:14](=[O:16])[C:15]=2[C:2]([F:1])=[CH:3][CH:4]=1)(=[O:20])=[O:19]. The catalyst class is: 17. (5) Reactant: [C:1]([N:4]1[CH2:9][CH:8]=[C:7]([C:10]2[C:15]3[CH:16]=[CH:17][O:18][C:14]=3[CH:13]=[CH:12][N:11]=2)[CH2:6][CH2:5]1)(=[O:3])[CH3:2].C([O-])=O.[NH4+]. Product: [C:1]([N:4]1[CH2:9][CH2:8][CH:7]([C:10]2[C:15]3[CH:16]=[CH:17][O:18][C:14]=3[CH:13]=[CH:12][N:11]=2)[CH2:6][CH2:5]1)(=[O:3])[CH3:2]. The catalyst class is: 19.